Dataset: Forward reaction prediction with 1.9M reactions from USPTO patents (1976-2016). Task: Predict the product of the given reaction. (1) The product is: [C:45]([C:43]1[CH:44]=[C:39]([C:13]2[CH:14]=[CH:15][CH:16]=[C:11]([C:10]3[N:5]([CH2:4][C:3]4[CH:33]=[CH:34][C:35]([CH3:37])=[CH:36][C:2]=4[CH3:1])[C:6](=[O:32])[C:7]([C:30]#[N:31])=[C:8]([C:26]([F:28])([F:27])[F:29])[CH:9]=3)[CH:12]=2)[CH:40]=[CH:41][C:42]=1[OH:48])(=[O:47])[CH3:46]. Given the reactants [CH3:1][C:2]1[CH:36]=[C:35]([CH3:37])[CH:34]=[CH:33][C:3]=1[CH2:4][N:5]1[C:10]([C:11]2[CH:16]=[CH:15][CH:14]=[C:13](B3OC(C)(C)C(C)(C)O3)[CH:12]=2)=[CH:9][C:8]([C:26]([F:29])([F:28])[F:27])=[C:7]([C:30]#[N:31])[C:6]1=[O:32].Br[C:39]1[CH:40]=[CH:41][C:42]([OH:48])=[C:43]([C:45](=[O:47])[CH3:46])[CH:44]=1.C([O-])([O-])=O.[K+].[K+].N#N, predict the reaction product. (2) Given the reactants [CH:1]([O:4][C:5]([N:7]1[CH2:12][CH2:11][CH:10]([NH:13]C(OC(C)(C)C)=O)[CH2:9][CH2:8]1)=[O:6])([CH3:3])[CH3:2].C(O)(C(F)(F)F)=O, predict the reaction product. The product is: [CH:1]([O:4][C:5]([N:7]1[CH2:8][CH2:9][CH:10]([NH2:13])[CH2:11][CH2:12]1)=[O:6])([CH3:3])[CH3:2]. (3) The product is: [C:15]([C:17](=[C:11]1[CH2:12][CH2:13][N:8]([C:5]2[CH:6]=[CH:7][C:2]([F:1])=[CH:3][CH:4]=2)[CH2:9][CH2:10]1)[C:18]([O:20][CH2:21][CH3:22])=[O:19])#[N:16]. Given the reactants [F:1][C:2]1[CH:7]=[CH:6][C:5]([N:8]2[CH2:13][CH2:12][C:11](=O)[CH2:10][CH2:9]2)=[CH:4][CH:3]=1.[C:15]([CH2:17][C:18]([O:20][CH2:21][CH3:22])=[O:19])#[N:16].C([O-])(=O)C.[NH4+], predict the reaction product. (4) Given the reactants [Si:1]([O:8][C@H:9]([C@@H:18]([O:30][Si:31]([C:34]([CH3:37])([CH3:36])[CH3:35])([CH3:33])[CH3:32])[CH2:19][C@@H:20]([O:22][Si:23]([C:26]([CH3:29])([CH3:28])[CH3:27])([CH3:25])[CH3:24])[CH3:21])/[CH:10]=[C:11](\[CH3:17])/[C:12](OCC)=[O:13])([C:4]([CH3:7])([CH3:6])[CH3:5])([CH3:3])[CH3:2].CC(C[AlH]CC(C)C)C, predict the reaction product. The product is: [Si:1]([O:8][C@H:9]([C@@H:18]([O:30][Si:31]([C:34]([CH3:35])([CH3:37])[CH3:36])([CH3:32])[CH3:33])[CH2:19][C@@H:20]([O:22][Si:23]([C:26]([CH3:29])([CH3:28])[CH3:27])([CH3:24])[CH3:25])[CH3:21])/[CH:10]=[C:11](\[CH3:17])/[CH2:12][OH:13])([C:4]([CH3:7])([CH3:6])[CH3:5])([CH3:3])[CH3:2]. (5) Given the reactants ClC(Cl)(Cl)C([O:6][C:7]([N:9]1[CH:14]2[C:15]([C:36](O)=[O:37])=[C:16]([C:18]3[CH:23]=[CH:22][C:21]([O:24][CH2:25][CH2:26][O:27][C:28]4[CH:33]=[C:32]([F:34])[CH:31]=[CH:30][C:29]=4[Cl:35])=[CH:20][CH:19]=3)[CH2:17][CH:10]1[CH2:11][N:12]([C:39](=[O:41])[CH3:40])[CH2:13]2)=[O:8])(C)C.[Cl:44][C:45]1[C:46]([CH2:54][NH:55][CH:56]2[CH2:58][CH2:57]2)=[CH:47][C:48]2[O:52][CH2:51][O:50][C:49]=2[CH:53]=1, predict the reaction product. The product is: [CH:7]([OH:8])=[O:6].[Cl:44][C:45]1[C:46]([CH2:54][N:55]([CH:56]2[CH2:57][CH2:58]2)[C:36]([C:15]2[C@@H:14]3[NH:9][C@H:10]([CH2:17][C:16]=2[C:18]2[CH:23]=[CH:22][C:21]([O:24][CH2:25][CH2:26][O:27][C:28]4[CH:33]=[C:32]([F:34])[CH:31]=[CH:30][C:29]=4[Cl:35])=[CH:20][CH:19]=2)[CH2:11][N:12]([C:39](=[O:41])[CH3:40])[CH2:13]3)=[O:37])=[CH:47][C:48]2[O:52][CH2:51][O:50][C:49]=2[CH:53]=1.